Dataset: Full USPTO retrosynthesis dataset with 1.9M reactions from patents (1976-2016). Task: Predict the reactants needed to synthesize the given product. (1) Given the product [NH2:28][C:27]1[NH:2][CH:3]=[C:4]([CH2:5][C:6]2[CH:11]=[CH:10][C:9]([CH2:12][CH2:13][C:14]3[N:15]=[C:16]([NH:19][C:20](=[O:22])[CH3:21])[S:17][CH:18]=3)=[CH:8][CH:7]=2)[N:26]=1, predict the reactants needed to synthesize it. The reactants are: Cl.[NH2:2][CH2:3][C:4](=O)[CH2:5][C:6]1[CH:11]=[CH:10][C:9]([CH2:12][CH2:13][C:14]2[N:15]=[C:16]([NH:19][C:20](=[O:22])[CH3:21])[S:17][CH:18]=2)=[CH:8][CH:7]=1.[OH-].[Na+].[N:26]#[C:27][NH2:28].Cl. (2) Given the product [CH3:57][O:58][CH2:59][CH2:8][NH:9][C:10](=[O:56])[CH2:11][CH2:12][S:13][CH2:14][C:15]1[CH:16]=[C:17]([CH:53]=[CH:54][CH:55]=1)[C:18]([NH:20][C:21]1[CH:26]=[CH:25][C:24]([N:27]2[CH2:28][CH2:29][CH2:30][CH2:31][CH2:32]2)=[CH:23][C:22]=1[C:33]1[CH:34]=[C:35]([CH:50]=[CH:51][N:52]=1)[C:36]([NH:38][CH2:39][C:40]1[CH:45]=[CH:44][CH:43]=[C:42]([C:46]([F:47])([F:48])[F:49])[CH:41]=1)=[O:37])=[O:19], predict the reactants needed to synthesize it. The reactants are: O1CCN(C[CH2:8][NH:9][C:10](=[O:56])[CH2:11][CH2:12][S:13][CH2:14][C:15]2[CH:16]=[C:17]([CH:53]=[CH:54][CH:55]=2)[C:18]([NH:20][C:21]2[CH:26]=[CH:25][C:24]([N:27]3[CH2:32][CH2:31][CH2:30][CH2:29][CH2:28]3)=[CH:23][C:22]=2[C:33]2[CH:34]=[C:35]([CH:50]=[CH:51][N:52]=2)[C:36]([NH:38][CH2:39][C:40]2[CH:45]=[CH:44][CH:43]=[C:42]([C:46]([F:49])([F:48])[F:47])[CH:41]=2)=[O:37])=[O:19])CC1.[CH3:57][O:58][CH2:59]CN. (3) Given the product [Cl:1][C:2]1[CH:3]=[CH:4][C:5]([CH:8]([CH3:11])[CH2:9][NH:10][C:13]2[CH:18]=[C:17]([C:19]3[CH:24]=[CH:23][CH:22]=[C:21]([CH3:25])[C:20]=3[CH3:26])[N:16]=[C:15]([NH2:27])[N:14]=2)=[CH:6][CH:7]=1, predict the reactants needed to synthesize it. The reactants are: [Cl:1][C:2]1[CH:7]=[CH:6][C:5]([CH:8]([CH3:11])[CH2:9][NH2:10])=[CH:4][CH:3]=1.Cl[C:13]1[CH:18]=[C:17]([C:19]2[CH:24]=[CH:23][CH:22]=[C:21]([CH3:25])[C:20]=2[CH3:26])[N:16]=[C:15]([NH2:27])[N:14]=1.